From a dataset of Full USPTO retrosynthesis dataset with 1.9M reactions from patents (1976-2016). Predict the reactants needed to synthesize the given product. (1) Given the product [O:33]1[CH:34]=[CH:35][CH:36]=[C:32]1[C:29]1[S:28][C:27]([NH:26][C:13](=[O:25])[C:14]2[CH:15]=[CH:16][C:17]([O:20][CH2:21][CH2:22][CH2:23][NH2:24])=[CH:18][CH:19]=2)=[N:31][N:30]=1, predict the reactants needed to synthesize it. The reactants are: N1C=CC=CC=1C1N=C(N[C:13](=[O:25])[C:14]2[CH:19]=[CH:18][C:17]([O:20][CH2:21][CH2:22][CH2:23][NH2:24])=[CH:16][CH:15]=2)SC=1.[NH2:26][C:27]1[S:28][C:29]([C:32]2[O:33][CH:34]=[CH:35][CH:36]=2)=[N:30][N:31]=1. (2) Given the product [CH3:38][O:39][CH2:40][CH2:41][O:42][CH2:43][CH2:44][O:45][CH2:46][CH2:47][O:48][CH2:49][CH2:50][O:51][CH2:52][CH2:53][O:54][CH2:55][CH2:56][O:57][CH2:58][CH2:59][NH:60][C:30]([C:29]1[CH:28]=[C:27]([NH:26][C:22]2[N:21]=[C:20]([O:19][C:12]3[C:13]4[C:18](=[CH:17][CH:16]=[CH:15][CH:14]=4)[C:9]([NH:8][C:6](=[O:7])[O:5][C:1]([CH3:3])([CH3:2])[CH3:4])=[CH:10][CH:11]=3)[CH:25]=[CH:24][N:23]=2)[CH:35]=[C:34]([O:36][CH3:37])[CH:33]=1)=[O:32], predict the reactants needed to synthesize it. The reactants are: [C:1]([O:5][C:6]([NH:8][C:9]1[C:18]2[C:13](=[CH:14][CH:15]=[CH:16][CH:17]=2)[C:12]([O:19][C:20]2[CH:25]=[CH:24][N:23]=[C:22]([NH:26][C:27]3[CH:28]=[C:29]([CH:33]=[C:34]([O:36][CH3:37])[CH:35]=3)[C:30]([OH:32])=O)[N:21]=2)=[CH:11][CH:10]=1)=[O:7])([CH3:4])([CH3:3])[CH3:2].[CH3:38][O:39][CH2:40][CH2:41][O:42][CH2:43][CH2:44][O:45][CH2:46][CH2:47][O:48][CH2:49][CH2:50][O:51][CH2:52][CH2:53][O:54][CH2:55][CH2:56][O:57][CH2:58][CH2:59][NH2:60].C(N(CC)CC)C.C(P1(=O)OP(CCC)(=O)OP(CCC)(=O)O1)CC.CCOC(C)=O.